Dataset: Reaction yield outcomes from USPTO patents with 853,638 reactions. Task: Predict the reaction yield, written as a fraction of the theoretical maximum amount of product (1.0 means a 100% yield; for example, 0.34 means a 34% yield). The reactants are [CH2:1]([O:3][C:4]([C:6]1[C:7]([CH3:19])=[C:8]([C:12]([O:14][C:15]([CH3:18])([CH3:17])[CH3:16])=[O:13])[NH:9][C:10]=1[CH3:11])=[O:5])[CH3:2].C(O)(=[O:22])C.O.[N+]([O-])([O-])=O.[Ce].[NH4+]. The catalyst is O1CCCC1. The product is [CH2:1]([O:3][C:4]([C:6]1[C:7]([CH3:19])=[C:8]([C:12]([O:14][C:15]([CH3:18])([CH3:17])[CH3:16])=[O:13])[NH:9][C:10]=1[CH:11]=[O:22])=[O:5])[CH3:2]. The yield is 0.980.